This data is from Forward reaction prediction with 1.9M reactions from USPTO patents (1976-2016). The task is: Predict the product of the given reaction. (1) Given the reactants I[C:2]1[C:10]2[C:5](=[CH:6][C:7]([S:11]([CH3:14])(=[O:13])=[O:12])=[CH:8][CH:9]=2)[N:4]([CH3:15])[N:3]=1.C([Mg]Cl)(C)C.[CH2:21]([Sn:25]([CH2:31][CH2:32][CH2:33][CH3:34])([CH2:27][CH2:28][CH2:29][CH3:30])Cl)[CH2:22][CH2:23][CH3:24], predict the reaction product. The product is: [CH3:14][S:11]([C:7]1[CH:6]=[C:5]2[C:10]([C:2]([Sn:25]([CH2:27][CH2:28][CH2:29][CH3:30])([CH2:31][CH2:32][CH2:33][CH3:34])[CH2:21][CH2:22][CH2:23][CH3:24])=[N:3][N:4]2[CH3:15])=[CH:9][CH:8]=1)(=[O:13])=[O:12]. (2) Given the reactants [OH:1][C:2]1[C:3]([C:19]([OH:21])=O)=[N:4][C:5]([N:12]([CH3:18])[S:13]([CH2:16][CH3:17])(=[O:15])=[O:14])=[C:6]2[C:11]=1[N:10]=[CH:9][CH:8]=[CH:7]2.[Cl-].[CH3:23][NH:24][C:25]([C:27]1[CH:32]=[C:31]([F:33])[CH:30]=[CH:29][C:28]=1[CH2:34][NH3+:35])=[O:26].Cl.CN(C)CCCN=C=NCC.ON1C2N=CC=CC=2N=N1.C(N(C(C)C)CC)(C)C, predict the reaction product. The product is: [CH2:16]([S:13]([N:12]([CH3:18])[C:5]1[N:4]=[C:3]([C:19]([NH:35][CH2:34][C:28]2[CH:29]=[CH:30][C:31]([F:33])=[CH:32][C:27]=2[C:25]([NH:24][CH3:23])=[O:26])=[O:21])[C:2]([OH:1])=[C:11]2[C:6]=1[CH:7]=[CH:8][CH:9]=[N:10]2)(=[O:14])=[O:15])[CH3:17].